From a dataset of Full USPTO retrosynthesis dataset with 1.9M reactions from patents (1976-2016). Predict the reactants needed to synthesize the given product. (1) Given the product [C:1]([O:5][C:6]([N:8]1[CH2:9][C@@H:10]([CH2:48][O:49][CH2:50][C@H:51]2[CH2:52][O:53]2)[C@H:11]([C:28]2[CH:33]=[CH:32][C:31]([O:34][CH2:35][CH2:36][CH2:37][O:38][CH2:39][C:40]3[CH:45]=[CH:44][CH:43]=[CH:42][C:41]=3[O:46][CH3:47])=[CH:30][CH:29]=2)[C@@H:12]([O:14][CH2:15][C:16]2[CH:25]=[C:24]([O:26][CH3:27])[C:23]3[C:18](=[CH:19][CH:20]=[CH:21][CH:22]=3)[CH:17]=2)[CH2:13]1)=[O:7])([CH3:3])([CH3:2])[CH3:4], predict the reactants needed to synthesize it. The reactants are: [C:1]([O:5][C:6]([N:8]1[CH2:13][C@H:12]([O:14][CH2:15][C:16]2[CH:25]=[C:24]([O:26][CH3:27])[C:23]3[C:18](=[CH:19][CH:20]=[CH:21][CH:22]=3)[CH:17]=2)[C@@H:11]([C:28]2[CH:33]=[CH:32][C:31]([O:34][CH2:35][CH2:36][CH2:37][O:38][CH2:39][C:40]3[CH:45]=[CH:44][CH:43]=[CH:42][C:41]=3[O:46][CH3:47])=[CH:30][CH:29]=2)[C@H:10]([CH2:48][O:49][CH2:50][C@H:51](O)[CH2:52][O:53]S(C2C=CC(C)=CC=2)(=O)=O)[CH2:9]1)=[O:7])([CH3:4])([CH3:3])[CH3:2].[OH-].[Na+]. (2) Given the product [CH3:1][O:2][C:3]([C:4]1[CH:9]=[CH:8][C:7]2[N:10]([CH3:29])[C:11]([NH:26][C:24]3[S:25][C:21]4[CH:20]=[C:19]([S:18][C:15]([F:14])([F:16])[F:17])[CH:28]=[CH:27][C:22]=4[N:23]=3)=[N:12][C:6]=2[CH:5]=1)=[O:13], predict the reactants needed to synthesize it. The reactants are: [CH3:1][O:2][C:3](=[O:13])[C:4]1[CH:9]=[CH:8][C:7]([NH:10][CH3:11])=[C:6]([NH2:12])[CH:5]=1.[F:14][C:15]([S:18][C:19]1[CH:28]=[CH:27][C:22]2[N:23]=[C:24]([NH2:26])[S:25][C:21]=2[CH:20]=1)([F:17])[F:16].[C:29](N1C=CN=C1)(N1C=CN=C1)=S. (3) Given the product [F:31][CH:30]([F:32])[C:29]1[N:26]2[C:21]3[CH:20]=[C:19]([C:35]4[CH:36]=[CH:37][CH:38]=[CH:39][CH:40]=4)[C:18]([C:15]4[CH:16]=[CH:17][C:12]([C:8]5([NH:7][C:6](=[O:41])[O:5][C:1]([CH3:4])([CH3:2])[CH3:3])[CH2:11][CH2:10][CH2:9]5)=[CH:13][CH:14]=4)=[N:34][C:22]=3[O:23][CH2:24][C:25]2=[N:27][N:28]=1, predict the reactants needed to synthesize it. The reactants are: [C:1]([O:5][C:6](=[O:41])[NH:7][C:8]1([C:12]2[CH:17]=[CH:16][C:15]([C:18]3[C:19]([C:35]4[CH:40]=[CH:39][CH:38]=[CH:37][CH:36]=4)=[CH:20][C:21]4[NH:26]/[C:25](=[N:27]/[NH:28][C:29](=O)[CH:30]([F:32])[F:31])/[CH2:24][O:23][C:22]=4[N:34]=3)=[CH:14][CH:13]=2)[CH2:11][CH2:10][CH2:9]1)([CH3:4])([CH3:3])[CH3:2]. (4) The reactants are: CCN(C(C)C)C(C)C.[C:10]1([CH2:16][CH2:17][C:18]([N:20]2[CH2:25][CH2:24][CH:23]([C:26]([OH:28])=O)[CH2:22][CH2:21]2)=[O:19])[CH:15]=[CH:14][CH:13]=[CH:12][CH:11]=1.C1C=CC2N(O)N=NC=2C=1.CCN=C=NCCCN(C)C.FC(F)(F)C(O)=O.[NH2:57][CH2:58][C:59]([N:61]1[CH2:66][CH2:65][N:64]([C:67](=[O:78])[C:68]2[CH:73]=[CH:72][CH:71]=[CH:70][C:69]=2[C:74]([F:77])([F:76])[F:75])[CH2:63][CH2:62]1)=[O:60]. Given the product [O:60]=[C:59]([N:61]1[CH2:62][CH2:63][N:64]([C:67](=[O:78])[C:68]2[CH:73]=[CH:72][CH:71]=[CH:70][C:69]=2[C:74]([F:77])([F:76])[F:75])[CH2:65][CH2:66]1)[CH2:58][NH:57][C:26]([CH:23]1[CH2:22][CH2:21][N:20]([C:18](=[O:19])[CH2:17][CH2:16][C:10]2[CH:11]=[CH:12][CH:13]=[CH:14][CH:15]=2)[CH2:25][CH2:24]1)=[O:28], predict the reactants needed to synthesize it. (5) The reactants are: [CH3:1][O:2][C:3](=[O:13])[C:4]1[CH:9]=[C:8]([F:10])[C:7](Cl)=[N:6][C:5]=1[Cl:12].[CH3:14]B1OB(C)OB(C)O1.C(=O)([O-])[O-].[K+].[K+]. Given the product [CH3:1][O:2][C:3](=[O:13])[C:4]1[CH:9]=[C:8]([F:10])[C:7]([CH3:14])=[N:6][C:5]=1[Cl:12], predict the reactants needed to synthesize it. (6) Given the product [NH2:19][C:10]1[C:9]2[N:8]=[C:7]([CH2:20][CH2:21][O:22][CH3:23])[N:6]([CH2:5][CH2:4][CH2:3][CH2:2][NH:1][CH2:24][C:26]3[CH:27]=[C:28]([CH:36]=[CH:37][CH:38]=3)[O:29][CH2:30][C:31]([O:33][CH2:34][CH3:35])=[O:32])[C:18]=2[C:17]2[CH:16]=[CH:15][CH:14]=[CH:13][C:12]=2[N:11]=1, predict the reactants needed to synthesize it. The reactants are: [NH2:1][CH2:2][CH2:3][CH2:4][CH2:5][N:6]1[C:18]2[C:17]3[CH:16]=[CH:15][CH:14]=[CH:13][C:12]=3[N:11]=[C:10]([NH2:19])[C:9]=2[N:8]=[C:7]1[CH2:20][CH2:21][O:22][CH3:23].[CH:24]([C:26]1[CH:27]=[C:28]([CH:36]=[CH:37][CH:38]=1)[O:29][CH2:30][C:31]([O:33][CH2:34][CH3:35])=[O:32])=O. (7) Given the product [CH3:1][N:2]1[CH2:7][CH2:6][N:5]([C:8]2[CH:9]=[C:10]([CH2:14][C:15]([NH2:21])=[O:17])[CH:11]=[N:12][CH:13]=2)[CH2:4][CH2:3]1, predict the reactants needed to synthesize it. The reactants are: [CH3:1][N:2]1[CH2:7][CH2:6][N:5]([C:8]2[CH:9]=[C:10]([CH2:14][C:15]([OH:17])=O)[CH:11]=[N:12][CH:13]=2)[CH2:4][CH2:3]1.C(C1NC=CN=1)(C1[NH:21]C=CN=1)=O.[NH4+].[OH-]. (8) Given the product [CH2:21]([C:28]1[O:29][C:30]([CH3:35])=[C:31]([CH2:33][N:14]2[C:15]3[C:11](=[CH:10][C:9]([C:3]([OH:8])([C:2]([F:1])([F:19])[F:20])[C:4]([F:7])([F:6])[F:5])=[CH:17][CH:16]=3)[CH2:12][CH:13]2[CH3:18])[N:32]=1)[C:22]1[CH:23]=[CH:24][CH:25]=[CH:26][CH:27]=1, predict the reactants needed to synthesize it. The reactants are: [F:1][C:2]([F:20])([F:19])[C:3]([C:9]1[CH:10]=[C:11]2[C:15](=[CH:16][CH:17]=1)[NH:14][CH:13]([CH3:18])[CH2:12]2)([OH:8])[C:4]([F:7])([F:6])[F:5].[CH2:21]([C:28]1[O:29][C:30]([CH3:35])=[C:31]([CH2:33]Cl)[N:32]=1)[C:22]1[CH:27]=[CH:26][CH:25]=[CH:24][CH:23]=1.FC(F)(F)C(C1C=C2C(=CC=1)N(CC1N=C(C=CC3C=CC=CC=3)OC=1C)C(C)C2)(O)C(F)(F)F.